Dataset: Full USPTO retrosynthesis dataset with 1.9M reactions from patents (1976-2016). Task: Predict the reactants needed to synthesize the given product. Given the product [CH:3]([C:5]1[CH:12]=[CH:11][C:8]([CH2:9][I:1])=[CH:7][CH:6]=1)=[CH2:4], predict the reactants needed to synthesize it. The reactants are: [I-:1].[Na+].[CH:3]([C:5]1[CH:12]=[CH:11][C:8]([CH2:9]Cl)=[CH:7][CH:6]=1)=[CH2:4].